Dataset: Reaction yield outcomes from USPTO patents with 853,638 reactions. Task: Predict the reaction yield, written as a fraction of the theoretical maximum amount of product (1.0 means a 100% yield; for example, 0.34 means a 34% yield). The reactants are [NH2:1][C:2]([N:4]([CH2:17][C:18]([O:20]CC)=O)[C@@H:5]([C@@H:13]([CH3:16])[CH2:14][CH3:15])[C:6]([O:8][C:9]([CH3:12])([CH3:11])[CH3:10])=[O:7])=[O:3].C(N(CC)CC)C. The catalyst is CO. The product is [O:3]=[C:2]1[NH:1][C:18](=[O:20])[CH2:17][N:4]1[C@@H:5]([C@@H:13]([CH3:16])[CH2:14][CH3:15])[C:6]([O:8][C:9]([CH3:12])([CH3:11])[CH3:10])=[O:7]. The yield is 0.470.